Dataset: Forward reaction prediction with 1.9M reactions from USPTO patents (1976-2016). Task: Predict the product of the given reaction. (1) Given the reactants [C:1]([O:5][C:6](=[O:16])[NH:7][CH2:8][CH:9](O)[C:10]1[CH:14]=[CH:13][S:12][CH:11]=1)([CH3:4])([CH3:3])[CH3:2].[CH:30]1[CH:35]=[CH:34][C:33](P([C:30]2[CH:35]=[CH:34][CH:33]=[CH:32][CH:31]=2)[C:30]2[CH:35]=[CH:34][CH:33]=[CH:32][CH:31]=2)=[CH:32][CH:31]=1.CCOC(/N=[N:42]/[C:43]([O:45]CC)=O)=O.C1C[O:51][CH2:50]C1, predict the reaction product. The product is: [C:1]([O:5][C:6](=[O:16])[NH:7][CH2:8][CH:9]([N:42]1[C:43](=[O:45])[C:31]2[C:30](=[CH:35][CH:34]=[CH:33][CH:32]=2)[C:50]1=[O:51])[C:10]1[CH:14]=[CH:13][S:12][CH:11]=1)([CH3:4])([CH3:3])[CH3:2]. (2) Given the reactants [Br:1][C:2]1[CH:7]=[CH:6][C:5]([C:8]([NH:10][C:11]2[N:15]([CH3:16])[N:14]=[CH:13][C:12]=2[C:17]([NH:19][CH2:20][C@@H:21]2[CH2:25][CH2:24][N:23]([C:26]([O:28]C(C)(C)C)=O)[CH2:22]2)=[O:18])=[O:9])=[C:4]([F:33])[CH:3]=1.Cl.CCN([CH:41]([CH3:43])[CH3:42])C(C)C.C1(C(Cl)=O)CC1, predict the reaction product. The product is: [Br:1][C:2]1[CH:7]=[CH:6][C:5]([C:8]([NH:10][C:11]2[N:15]([CH3:16])[N:14]=[CH:13][C:12]=2[C:17]([NH:19][CH2:20][C@@H:21]2[CH2:25][CH2:24][N:23]([C:26]([CH:41]3[CH2:43][CH2:42]3)=[O:28])[CH2:22]2)=[O:18])=[O:9])=[C:4]([F:33])[CH:3]=1. (3) Given the reactants [Cl:1][C:2]1[N:10]=[C:9]2[C:5]([NH:6][CH:7]=[N:8]2)=[C:4]([NH:11][CH:12]2[CH2:17][CH2:16][CH2:15][CH2:14][CH2:13]2)[N:3]=1.Br[CH2:19][CH2:20][Cl:21].C(=O)([O-])[O-].[K+].[K+], predict the reaction product. The product is: [Cl:1][C:2]1[N:10]=[C:9]2[C:5]([N:6]=[CH:7][N:8]2[CH2:19][CH2:20][Cl:21])=[C:4]([NH:11][CH:12]2[CH2:17][CH2:16][CH2:15][CH2:14][CH2:13]2)[N:3]=1. (4) Given the reactants Cl[C:2]1[C:7]([C:8]#[N:9])=[C:6]([C:10]2[CH:15]=[CH:14][C:13]([O:16][CH2:17][CH2:18][OH:19])=[CH:12][CH:11]=2)[C:5]([C:20]#[N:21])=[C:4]([O:22][CH3:23])[N:3]=1.[S-2:24].[Na+].[Na+].O.Cl, predict the reaction product. The product is: [OH:19][CH2:18][CH2:17][O:16][C:13]1[CH:14]=[CH:15][C:10]([C:6]2[C:7]([C:8]#[N:9])=[C:2]([SH:24])[N:3]=[C:4]([O:22][CH3:23])[C:5]=2[C:20]#[N:21])=[CH:11][CH:12]=1. (5) Given the reactants [CH2:1]([O:3][C:4]([C:6]1[CH:7]=[N:8][N:9]([CH3:21])[C:10]=1[NH:11][C:12]1[CH:17]=[CH:16][CH:15]=[CH:14][C:13]=1[N+:18]([O-])=O)=[O:5])[CH3:2], predict the reaction product. The product is: [CH2:1]([O:3][C:4]([C:6]1[CH:7]=[N:8][N:9]([CH3:21])[C:10]=1[NH:11][C:12]1[CH:17]=[CH:16][CH:15]=[CH:14][C:13]=1[NH2:18])=[O:5])[CH3:2]. (6) Given the reactants Br[C:2]1[CH:7]=[CH:6][C:5]([C:8]([F:11])([F:10])[F:9])=[CH:4][C:3]=1[S:12]([N:15]1[CH2:20][CH2:19][N:18]([CH3:21])[CH2:17][CH2:16]1)(=[O:14])=[O:13].[F:22][C:23]1[CH:28]=[C:27](B2OC(C)(C)C(C)(C)O2)[CH:26]=[CH:25][C:24]=1[C:38]1[CH:39]=[N:40][C:41]([NH2:44])=[N:42][CH:43]=1, predict the reaction product. The product is: [F:22][C:23]1[CH:28]=[C:27]([C:2]2[CH:7]=[CH:6][C:5]([C:8]([F:11])([F:10])[F:9])=[CH:4][C:3]=2[S:12]([N:15]2[CH2:20][CH2:19][N:18]([CH3:21])[CH2:17][CH2:16]2)(=[O:14])=[O:13])[CH:26]=[CH:25][C:24]=1[C:38]1[CH:43]=[N:42][C:41]([NH2:44])=[N:40][CH:39]=1.